From a dataset of Forward reaction prediction with 1.9M reactions from USPTO patents (1976-2016). Predict the product of the given reaction. (1) Given the reactants C([N:14]1[CH2:17][CH:16]([C:18]2[CH:23]=[CH:22][CH:21]=[CH:20][CH:19]=2)[CH2:15]1)(C1C=CC=CC=1)C1C=CC=CC=1.[H][H], predict the reaction product. The product is: [C:18]1([CH:16]2[CH2:17][NH:14][CH2:15]2)[CH:23]=[CH:22][CH:21]=[CH:20][CH:19]=1. (2) Given the reactants [F:1][C:2]([F:39])([F:38])[C:3]1[CH:4]=[C:5]([CH:31]=[C:32]([C:34]([F:37])([F:36])[F:35])[CH:33]=1)[CH2:6][N:7]([CH2:14][C:15]1[C:16]([N:22]([CH2:25][CH:26]2[CH2:30][CH2:29][CH2:28][CH2:27]2)[CH2:23][CH3:24])=[N:17][CH:18]=[C:19](Br)[CH:20]=1)[C:8]1[N:9]=[N:10][N:11]([CH3:13])[N:12]=1.CCN(CC)CC.[CH3:47][O:48][C:49](=[O:52])[CH:50]=[CH2:51].C1(C)C=CC=CC=1P(C1C=CC=CC=1C)C1C=CC=CC=1C, predict the reaction product. The product is: [CH3:47][O:48][C:49](=[O:52])/[CH:50]=[CH:51]/[C:19]1[CH:18]=[N:17][C:16]([N:22]([CH2:25][CH:26]2[CH2:30][CH2:29][CH2:28][CH2:27]2)[CH2:23][CH3:24])=[C:15]([CH2:14][N:7]([CH2:6][C:5]2[CH:4]=[C:3]([C:2]([F:39])([F:38])[F:1])[CH:33]=[C:32]([C:34]([F:37])([F:36])[F:35])[CH:31]=2)[C:8]2[N:9]=[N:10][N:11]([CH3:13])[N:12]=2)[CH:20]=1.